This data is from Forward reaction prediction with 1.9M reactions from USPTO patents (1976-2016). The task is: Predict the product of the given reaction. (1) Given the reactants [NH2:1][C:2]1[CH:14]=[CH:13][C:5]([C:6]([N:8]([CH3:12])[CH2:9][CH2:10][CH3:11])=[O:7])=[CH:4][CH:3]=1.Cl[C:16]1[N:17]=[C:18]([NH:35][CH2:36][C:37]([F:40])([F:39])[F:38])[C:19]2[CH:24]=[CH:23][N:22](S(C3C=CC(C)=CC=3)(=O)=O)[C:20]=2[N:21]=1.C(=O)([O-])[O-].[K+].[K+].C1(P(C2CCCCC2)C2C=CC=CC=2C2C(C(C)C)=CC(C(C)C)=CC=2C(C)C)CCCCC1, predict the reaction product. The product is: [CH3:12][N:8]([CH2:9][CH2:10][CH3:11])[C:6](=[O:7])[C:5]1[CH:13]=[CH:14][C:2]([NH:1][C:16]2[NH:21][C:20]3=[N:22][CH:23]=[CH:24][C:19]3=[C:18]([NH:35][CH2:36][C:37]([F:39])([F:38])[F:40])[N:17]=2)=[CH:3][CH:4]=1. (2) The product is: [NH:8]1[CH2:13][CH2:12][CH:11]([NH:14][C:15]2[CH:20]=[CH:19][C:18]([CH3:21])=[CH:17][N:16]=2)[CH2:10][CH2:9]1. Given the reactants C([N:8]1[CH2:13][CH2:12][CH:11]([NH:14][C:15]2[CH:20]=[CH:19][C:18]([CH3:21])=[CH:17][N:16]=2)[CH2:10][CH2:9]1)C1C=CC=CC=1, predict the reaction product. (3) Given the reactants [Cl:1][C:2]1[N:7]=[C:6]([N:8]2[CH2:12][CH2:11][C@:10]([CH:15]3[CH2:17][CH2:16]3)([C:13]#[N:14])[C:9]2=[O:18])[CH:5]=[CH:4][N:3]=1.[NH2:19][C:20]1[CH:21]=[N:22][N:23]([CH2:25][C:26]([NH:28][CH3:29])=[O:27])[CH:24]=1.C(O)(=O)C, predict the reaction product. The product is: [ClH:1].[C:13]([C@@:10]1([CH:15]2[CH2:17][CH2:16]2)[CH2:11][CH2:12][N:8]([C:6]2[CH:5]=[CH:4][N:3]=[C:2]([NH:19][C:20]3[CH:21]=[N:22][N:23]([CH2:25][C:26]([NH:28][CH3:29])=[O:27])[CH:24]=3)[N:7]=2)[C:9]1=[O:18])#[N:14]. (4) Given the reactants [C:1]1([CH2:7][CH2:8][C:9]2[N:13]([CH2:14][C:15]3[CH:20]=[CH:19][C:18]([CH2:21][OH:22])=[CH:17][CH:16]=3)[N:12]=[C:11]([C:23]3[CH:28]=[CH:27][C:26]([C:29]([F:32])([F:31])[F:30])=[CH:25][CH:24]=3)[CH:10]=2)[CH:6]=[CH:5][CH:4]=[CH:3][CH:2]=1, predict the reaction product. The product is: [C:1]1([CH2:7][CH2:8][C:9]2[N:13]([CH2:14][C:15]3[CH:20]=[CH:19][C:18]([CH:21]=[O:22])=[CH:17][CH:16]=3)[N:12]=[C:11]([C:23]3[CH:24]=[CH:25][C:26]([C:29]([F:32])([F:31])[F:30])=[CH:27][CH:28]=3)[CH:10]=2)[CH:6]=[CH:5][CH:4]=[CH:3][CH:2]=1.